From a dataset of Full USPTO retrosynthesis dataset with 1.9M reactions from patents (1976-2016). Predict the reactants needed to synthesize the given product. (1) Given the product [C:7]([O-:14])(=[O:13])[CH2:8][CH2:9][C:10]([O-:12])=[O:11].[NH4+:5].[NH4+:5].[C:1](=[O:2])([O-:4])[O-:3].[Mg+2:15].[C:1](=[O:2])([O-:4])[O-:3].[NH4+:5].[NH4+:5], predict the reactants needed to synthesize it. The reactants are: [C:1](=[O:4])([O-:3])[O-:2].[NH4+:5].[NH4+].[C:7]([O-:14])(=[O:13])[CH2:8][CH2:9][C:10]([O-:12])=[O:11].[Mg+2:15]. (2) Given the product [Cl:32][C:29]1[CH:30]=[CH:31][C:26]([CH2:25][N:16]2[C:17]([CH3:19])=[CH:18][C:14](/[C:2](/[F:1])=[CH:3]/[C:4]3[CH:5]=[CH:6][C:7]([CH2:10][CH:11]([CH3:13])[CH3:12])=[CH:8][CH:9]=3)=[N:15]2)=[CH:27][N:28]=1, predict the reactants needed to synthesize it. The reactants are: [F:1]/[C:2](/[C:14]1[CH:18]=[C:17]([CH3:19])[NH:16][N:15]=1)=[CH:3]\[C:4]1[CH:9]=[CH:8][C:7]([CH2:10][CH:11]([CH3:13])[CH3:12])=[CH:6][CH:5]=1.CS(O[CH2:25][C:26]1[CH:27]=[N:28][C:29]([Cl:32])=[CH:30][CH:31]=1)(=O)=O.